Dataset: Full USPTO retrosynthesis dataset with 1.9M reactions from patents (1976-2016). Task: Predict the reactants needed to synthesize the given product. (1) Given the product [C:1]([O:5][C:6]([NH:8][S:9]([N:12]([CH3:51])[CH2:13][CH2:14][N:15]1[CH2:19][CH2:18][CH2:17][CH:16]1[CH2:20][O:21][C@H:22]1[CH2:29][N:28]2[C:30]3[CH:31]=[C:32]([C:43]([OH:45])=[O:44])[CH:33]=[CH:34][C:35]=3[C:36]([CH:37]3[CH2:42][CH2:41][CH2:40][CH2:39][CH2:38]3)=[C:27]2[C:26]2[CH:47]=[CH:48][CH:49]=[CH:50][C:25]=2[O:24][CH2:23]1)(=[O:11])=[O:10])=[O:7])([CH3:4])([CH3:3])[CH3:2], predict the reactants needed to synthesize it. The reactants are: [C:1]([O:5][C:6]([NH:8][S:9]([N:12]([CH3:51])[CH2:13][CH2:14][N:15]1[CH2:19][CH2:18][CH2:17][CH:16]1[CH2:20][O:21][C@H:22]1[CH2:29][N:28]2[C:30]3[CH:31]=[C:32]([C:43]([O:45]C)=[O:44])[CH:33]=[CH:34][C:35]=3[C:36]([CH:37]3[CH2:42][CH2:41][CH2:40][CH2:39][CH2:38]3)=[C:27]2[C:26]2[CH:47]=[CH:48][CH:49]=[CH:50][C:25]=2[O:24][CH2:23]1)(=[O:11])=[O:10])=[O:7])([CH3:4])([CH3:3])[CH3:2].[OH-].[Na+].Cl. (2) Given the product [CH:1]([C:4]1[CH:9]=[CH:8][CH:7]=[CH:6][C:5]=1[N:10]1[C:38](=[O:41])[CH2:39][CH2:40][S:12]/[C:11]/1=[N:13]/[N:14]=[CH:15]\[C:16]1[CH:17]=[CH:18][C:19]([C:22]2[N:26]=[CH:25][N:24]([C:27]3[CH:28]=[CH:29][C:30]([O:33][C:34]([F:37])([F:35])[F:36])=[CH:31][CH:32]=3)[N:23]=2)=[CH:20][CH:21]=1)([CH3:3])[CH3:2], predict the reactants needed to synthesize it. The reactants are: [CH:1]([C:4]1[CH:9]=[CH:8][CH:7]=[CH:6][C:5]=1[NH:10][C:11]([NH:13]/[N:14]=[CH:15]/[C:16]1[CH:21]=[CH:20][C:19]([C:22]2[N:26]=[CH:25][N:24]([C:27]3[CH:32]=[CH:31][C:30]([O:33][C:34]([F:37])([F:36])[F:35])=[CH:29][CH:28]=3)[N:23]=2)=[CH:18][CH:17]=1)=[S:12])([CH3:3])[CH3:2].[C:38](Cl)(=[O:41])[CH:39]=[CH2:40]. (3) Given the product [Br:1][C:2]1[C:7]([CH3:8])=[CH:6][CH:5]=[CH:4][C:3]=1[C:9]([CH:11]1[CH2:15][CH2:14][CH2:13][O:12]1)=[O:10], predict the reactants needed to synthesize it. The reactants are: [Br:1][C:2]1[C:7]([CH3:8])=[CH:6][CH:5]=[CH:4][C:3]=1[C:9]([C:11]1[O:12][CH2:13][CH2:14][CH:15]=1)=[O:10]. (4) The reactants are: [NH2:1][C@:2]1([CH2:22][OH:23])[CH2:6][CH2:5][C@@H:4]([C:7]2[CH:12]=[CH:11][C:10]([O:13][CH2:14][CH2:15][CH2:16][C:17]3[S:18][CH:19]=[CH:20][CH:21]=3)=[CH:9][CH:8]=2)[CH2:3]1.C[Si]([N-][Si](C)(C)C)(C)C.[Li+].[O:34](CC1C=CC=CC=1)[P:35]([O:34][P:35](OCC1C=CC=CC=1)([O:36]CC1C=CC=CC=1)=[O:44])(=[O:44])[O:36]CC1C=CC=CC=1.Br.C(O)(=O)C.C([SiH](C(C)C)C(C)C)(C)C. Given the product [P:35]([OH:44])([OH:36])([O:23][CH2:22][C@@:2]1([NH2:1])[CH2:6][CH2:5][C@@H:4]([C:7]2[CH:12]=[CH:11][C:10]([O:13][CH2:14][CH2:15][CH2:16][C:17]3[S:18][CH:19]=[CH:20][CH:21]=3)=[CH:9][CH:8]=2)[CH2:3]1)=[O:34], predict the reactants needed to synthesize it. (5) The reactants are: COC1C=C(C=C(OC)C=1OC)C=O.[CH3:15][O:16][C:17]1[CH:18]=[C:19]([CH:21]=[C:22]([O:26][CH3:27])[C:23]=1[O:24][CH3:25])[NH2:20].[CH:28]([C:30]1[CH:31]=[CH:32][C:33]2[O:37][C:36]([C:38]([O:40][CH2:41][CH3:42])=[O:39])=[CH:35][C:34]=2[CH:43]=1)=O. Given the product [CH2:41]([O:40][C:38]([C:36]1[O:37][C:33]2[CH:32]=[CH:31][C:30]([CH2:28][NH:20][C:19]3[CH:21]=[C:22]([O:26][CH3:27])[C:23]([O:24][CH3:25])=[C:17]([O:16][CH3:15])[CH:18]=3)=[CH:43][C:34]=2[CH:35]=1)=[O:39])[CH3:42], predict the reactants needed to synthesize it. (6) Given the product [CH3:1][O:2][CH:3]([O:14][CH3:15])[C:4]1[CH:5]=[C:6]([C:7]([O:9][CH2:10][CH3:11])=[O:8])[N:17]([CH3:16])[N:18]=1, predict the reactants needed to synthesize it. The reactants are: [CH3:1][O:2][CH:3]([O:14][CH3:15])[C:4](=O)[CH2:5][C:6](=O)[C:7]([O:9][CH2:10][CH3:11])=[O:8].[CH3:16][NH:17][NH2:18].